This data is from Forward reaction prediction with 1.9M reactions from USPTO patents (1976-2016). The task is: Predict the product of the given reaction. Given the reactants [F:1][C:2]1[CH:3]=[CH:4][C:5]([S:14]([CH3:17])(=[O:16])=[O:15])=[C:6]([N:8]2[CH2:13][CH2:12][NH:11][CH2:10][CH2:9]2)[CH:7]=1.[C:18]([O:22][C:23]([N:25]1[CH2:30][CH2:29][CH:28]([CH2:31][CH:32]=O)[CH2:27][CH2:26]1)=[O:24])([CH3:21])([CH3:20])[CH3:19].C(O[BH-](OC(=O)C)OC(=O)C)(=O)C.[Na+], predict the reaction product. The product is: [C:18]([O:22][C:23]([N:25]1[CH2:30][CH2:29][CH:28]([CH2:31][CH2:32][N:11]2[CH2:10][CH2:9][N:8]([C:6]3[CH:7]=[C:2]([F:1])[CH:3]=[CH:4][C:5]=3[S:14]([CH3:17])(=[O:15])=[O:16])[CH2:13][CH2:12]2)[CH2:27][CH2:26]1)=[O:24])([CH3:21])([CH3:20])[CH3:19].